This data is from Reaction yield outcomes from USPTO patents with 853,638 reactions. The task is: Predict the reaction yield, written as a fraction of the theoretical maximum amount of product (1.0 means a 100% yield; for example, 0.34 means a 34% yield). (1) The reactants are [C:1]([O:4][C@H:5]1[CH2:10][CH2:9][C@H:8]([C:11](=O)[NH:12][CH2:13][C:14]2[C:19]([Cl:20])=[N:18][CH:17]=[CH:16][N:15]=2)[CH2:7][CH2:6]1)(=[O:3])[CH3:2].P(Cl)(Cl)(Cl)=O.CN(C=O)C. The catalyst is C(#N)C. The product is [C:1]([O:4][C@H:5]1[CH2:10][CH2:9][C@H:8]([C:11]2[N:15]3[CH:16]=[CH:17][N:18]=[C:19]([Cl:20])[C:14]3=[CH:13][N:12]=2)[CH2:7][CH2:6]1)(=[O:3])[CH3:2]. The yield is 0.880. (2) The reactants are [O:1]1[CH2:6][CH2:5][CH:4]([CH:7]=[O:8])[CH2:3][CH2:2]1.[CH2:9]1COCC1. No catalyst specified. The product is [O:1]1[CH2:6][CH2:5][CH:4]([CH:7]([OH:8])[CH3:9])[CH2:3][CH2:2]1. The yield is 0.510. (3) The reactants are C([N:3](CC)CC)C.C1C=CC(OP(OC2C=CC=CC=2)(N=[N+]=[N-])=O)=CC=1.C1(C)C=CC=CC=1.[Cl:34][C:35]1[CH:40]=[CH:39][C:38]([S:41]([CH:44]([C:50]2[CH:55]=[C:54]([F:56])[CH:53]=[CH:52][C:51]=2[F:57])[CH2:45][CH2:46]C(O)=O)(=[O:43])=[O:42])=[CH:37][CH:36]=1.[C:58]([O:61][CH2:62][CH3:63])(=[O:60])C.CCCCCC. The catalyst is ClCCl.CCCCCC.C(O)C. The product is [Cl:34][C:35]1[CH:36]=[CH:37][C:38]([S:41]([CH:44]([C:50]2[CH:55]=[C:54]([F:56])[CH:53]=[CH:52][C:51]=2[F:57])[CH2:45][CH2:46][NH:3][C:58](=[O:60])[O:61][CH2:62][CH3:63])(=[O:42])=[O:43])=[CH:39][CH:40]=1. The yield is 0.580. (4) The reactants are [CH:1]([S:4][C:5]1[CH:10]=[CH:9][CH:8]=[C:7]([C:11]2[CH:16]=[CH:15][C:14]([Cl:17])=[CH:13][C:12]=2[Cl:18])[CH:6]=1)([CH3:3])[CH3:2].ClC1C=CC=C(C(OO)=[O:27])C=1.C(=O)(O)[O-].[Na+]. The catalyst is C(Cl)(Cl)Cl. The product is [CH:1]([S:4]([C:5]1[CH:10]=[CH:9][CH:8]=[C:7]([C:11]2[CH:16]=[CH:15][C:14]([Cl:17])=[CH:13][C:12]=2[Cl:18])[CH:6]=1)=[O:27])([CH3:3])[CH3:2]. The yield is 0.850.